The task is: Predict which catalyst facilitates the given reaction.. This data is from Catalyst prediction with 721,799 reactions and 888 catalyst types from USPTO. (1) Reactant: C(OC(=O)[O:7][C:8]1[CH:13]=[CH:12][C:11]([C@H:14]([CH3:33])[C@H:15]([NH:25][C:26]([O:28][C:29]([CH3:32])([CH3:31])[CH3:30])=[O:27])[C:16]([N:18]2[CH2:22][CH2:21][C:20]([F:24])([F:23])[CH2:19]2)=[O:17])=[C:10]([F:34])[CH:9]=1)(C)(C)C.N1CCCCC1. Product: [C:29]([O:28][C:26](=[O:27])[NH:25][C@H:15]([C:16]([N:18]1[CH2:22][CH2:21][C:20]([F:24])([F:23])[CH2:19]1)=[O:17])[C@H:14]([C:11]1[CH:12]=[CH:13][C:8]([OH:7])=[CH:9][C:10]=1[F:34])[CH3:33])([CH3:30])([CH3:31])[CH3:32]. The catalyst class is: 2. (2) Reactant: [OH-].[K+].[CH3:3][C:4](=[O:12])[CH2:5][CH2:6][CH2:7][CH2:8][CH2:9][CH2:10][CH3:11].O=[CH:14][C:15]1[CH:23]=[CH:22][C:20]([OH:21])=[C:17]([O:18][CH3:19])[CH:16]=1. Product: [OH:21][C:20]1[CH:22]=[CH:23][C:15]([CH:14]=[CH:3][C:4](=[O:12])[CH2:5][CH2:6][CH2:7][CH2:8][CH2:9][CH2:10][CH3:11])=[CH:16][C:17]=1[O:18][CH3:19]. The catalyst class is: 5. (3) Reactant: [C:1]([O:5][C:6]([C:8]1([CH2:22][CH:23]2[CH2:25][O:24]2)[CH2:12][C:11](=[O:13])[N:10]([C@@H:14]([C:16]2[CH:21]=[CH:20][CH:19]=[CH:18][CH:17]=2)[CH3:15])[CH2:9]1)=[O:7])([CH3:4])([CH3:3])[CH3:2].C[Si](C)(C)[N-][Si](C)(C)C.[Li+]. Product: [C:1]([O:5][C:6]([C@@:8]12[CH2:22][CH:23]([OH:24])[CH2:25][C@@H:12]1[C:11](=[O:13])[N:10]([C@@H:14]([C:16]1[CH:21]=[CH:20][CH:19]=[CH:18][CH:17]=1)[CH3:15])[CH2:9]2)=[O:7])([CH3:2])([CH3:4])[CH3:3]. The catalyst class is: 7. (4) Reactant: [N+:1]([C:4]1[CH:5]=[C:6]([C@H:10]2[C@@H:14]([C:15]([O:17][CH3:18])=[O:16])[CH2:13][CH2:12][NH:11]2)[CH:7]=[CH:8][CH:9]=1)([O-:3])=[O:2].C(N(CC)CC)C.[C:26](O[C:26]([O:28][C:29]([CH3:32])([CH3:31])[CH3:30])=[O:27])([O:28][C:29]([CH3:32])([CH3:31])[CH3:30])=[O:27]. Product: [N+:1]([C:4]1[CH:5]=[C:6]([C@H:10]2[C@@H:14]([C:15]([O:17][CH3:18])=[O:16])[CH2:13][CH2:12][N:11]2[C:26]([O:28][C:29]([CH3:32])([CH3:31])[CH3:30])=[O:27])[CH:7]=[CH:8][CH:9]=1)([O-:3])=[O:2]. The catalyst class is: 5. (5) Reactant: [Cl:1][C:2]1[CH:3]=[C:4]([C:10]2[CH:15]=[CH:14][CH:13]=[CH:12][CH:11]=2)[CH:5]=[C:6]([Cl:9])[C:7]=1[OH:8].C(N(CC)CC)C.Cl[C:24]([O:26][CH2:27][CH3:28])=[O:25]. Product: [C:24](=[O:25])([O:26][CH2:27][CH3:28])[O:8][C:7]1[C:2]([Cl:1])=[CH:3][C:4]([C:10]2[CH:15]=[CH:14][CH:13]=[CH:12][CH:11]=2)=[CH:5][C:6]=1[Cl:9]. The catalyst class is: 13. (6) Product: [Cl:1][C:2]1[CH:3]=[CH:4][C:5]2[CH:11]([CH3:12])[N:10]([CH3:19])[CH2:9][CH:8]([CH:13]3[CH2:15][CH2:14]3)[O:7][C:6]=2[N:16]=1. The catalyst class is: 5. Reactant: [Cl:1][C:2]1[CH:3]=[CH:4][C:5]2[CH:11]([CH3:12])[NH:10][CH2:9][CH:8]([CH:13]3[CH2:15][CH2:14]3)[O:7][C:6]=2[N:16]=1.C=O.[C:19](O[BH-](OC(=O)C)OC(=O)C)(=O)C.[Na+]. (7) Reactant: [F:1][C:2]([F:26])([F:25])[CH2:3][O:4][C:5]1[CH:24]=[CH:23][C:8]([O:9][CH:10]2[CH2:15][CH2:14][N:13](C(OC(C)(C)C)=O)[CH2:12][CH2:11]2)=[CH:7][CH:6]=1.Cl. The catalyst class is: 12. Product: [F:26][C:2]([F:1])([F:25])[CH2:3][O:4][C:5]1[CH:24]=[CH:23][C:8]([O:9][CH:10]2[CH2:11][CH2:12][NH:13][CH2:14][CH2:15]2)=[CH:7][CH:6]=1.